From a dataset of Reaction yield outcomes from USPTO patents with 853,638 reactions. Predict the reaction yield, written as a fraction of the theoretical maximum amount of product (1.0 means a 100% yield; for example, 0.34 means a 34% yield). The reactants are [CH3:1][O:2][C:3]([C:5]1[C:10]([CH3:11])=[C:9]([NH:12]C(=O)C)[CH:8]=[C:7]([C:16]2[CH:21]=[CH:20][C:19]([Cl:22])=[C:18]([O:23][CH3:24])[C:17]=2[F:25])[N:6]=1)=[O:4].C(Cl)(=O)C. The catalyst is CO. The product is [CH3:1][O:2][C:3]([C:5]1[C:10]([CH3:11])=[C:9]([NH2:12])[CH:8]=[C:7]([C:16]2[CH:21]=[CH:20][C:19]([Cl:22])=[C:18]([O:23][CH3:24])[C:17]=2[F:25])[N:6]=1)=[O:4]. The yield is 0.880.